This data is from Catalyst prediction with 721,799 reactions and 888 catalyst types from USPTO. The task is: Predict which catalyst facilitates the given reaction. (1) Reactant: CC(OC(/N=N/C(OC(C)C)=O)=O)C.[C:15]1(=[O:25])[C:23]2[C:18](=[CH:19][CH:20]=[CH:21][CH:22]=2)[C:17](=[O:24])[NH:16]1.[Cl:26][C:27]1[CH:32]=[C:31]([Cl:33])[N:30]=[C:29]([CH2:34]O)[CH:28]=1.C1C=CC(P(C2C=CC=CC=2)C2C=CC=CC=2)=CC=1. Product: [Cl:26][C:27]1[CH:32]=[C:31]([Cl:33])[N:30]=[C:29]([CH2:34][N:16]2[C:17](=[O:24])[C:18]3[C:23](=[CH:22][CH:21]=[CH:20][CH:19]=3)[C:15]2=[O:25])[CH:28]=1. The catalyst class is: 7. (2) Reactant: [Cl:1][C:2]1[CH:3]=[C:4]([CH:7]=[C:8]([O:10][C:11]2[C:16](=[O:17])[N:15]([CH2:18][C:19]3[N:20]=[N:21][C:22]([O:28]C)=[C:23]([CH:25]([OH:27])[CH3:26])[CH:24]=3)[CH:14]=[N:13][C:12]=2[C:30]([F:33])([F:32])[F:31])[CH:9]=1)[C:5]#[N:6].C[Si](Cl)(C)C. Product: [Cl:1][C:2]1[CH:3]=[C:4]([CH:7]=[C:8]([O:10][C:11]2[C:16](=[O:17])[N:15]([CH2:18][C:19]3[CH:24]=[C:23]([CH:25]([OH:27])[CH3:26])[C:22](=[O:28])[NH:21][N:20]=3)[CH:14]=[N:13][C:12]=2[C:30]([F:32])([F:33])[F:31])[CH:9]=1)[C:5]#[N:6]. The catalyst class is: 10.